From a dataset of Forward reaction prediction with 1.9M reactions from USPTO patents (1976-2016). Predict the product of the given reaction. (1) Given the reactants [CH2:1]([C:17]1[C:22](=[O:23])[CH:21]=[C:20]([CH3:24])O[C:18]=1[CH3:25])[CH2:2][CH2:3][CH2:4][CH2:5][CH2:6][CH2:7][CH2:8][CH2:9][CH2:10][CH2:11][CH2:12][CH2:13][CH2:14][CH2:15][CH3:16].[NH3:26], predict the reaction product. The product is: [CH2:1]([C:17]1[C:22](=[O:23])[CH:21]=[C:20]([CH3:24])[NH:26][C:18]=1[CH3:25])[CH2:2][CH2:3][CH2:4][CH2:5][CH2:6][CH2:7][CH2:8][CH2:9][CH2:10][CH2:11][CH2:12][CH2:13][CH2:14][CH2:15][CH3:16]. (2) Given the reactants [F:1][C:2]1[C:3]([C:15]2[N:16]([CH:21]([CH3:23])[CH3:22])[C:17]([CH3:20])=[N:18][CH:19]=2)=[N:4][C:5]([NH:8][CH:9]2[CH2:14][CH2:13][NH:12][CH2:11][CH2:10]2)=[N:6][CH:7]=1.Cl[CH2:25][CH2:26][S:27](Cl)(=[O:29])=[O:28].[CH3:31][NH:32][CH3:33], predict the reaction product. The product is: [CH3:31][N:32]([CH3:33])[CH2:25][CH2:26][S:27]([N:12]1[CH2:11][CH2:10][CH:9]([NH:8][C:5]2[N:4]=[C:3]([C:15]3[N:16]([CH:21]([CH3:23])[CH3:22])[C:17]([CH3:20])=[N:18][CH:19]=3)[C:2]([F:1])=[CH:7][N:6]=2)[CH2:14][CH2:13]1)(=[O:29])=[O:28]. (3) Given the reactants [Cl:1][C:2]1[S:3][C:4]([CH2:7]O)=[CH:5][N:6]=1.S(Cl)(Cl)=O.C(N(CC)CC)C.[NH:20]1[C:28]2[C:23](=[CH:24][CH:25]=[CH:26][CH:27]=2)[C:22]2([C:32]3=[CH:33][C:34]4[O:38][CH2:37][O:36][C:35]=4[CH:39]=[C:31]3[O:30][CH2:29]2)[C:21]1=O.C(=O)([O-])[O-].[Cs+].[Cs+], predict the reaction product. The product is: [Cl:1][C:2]1[S:3][C:4]([CH2:7][N:20]2[C:28]3[C:23](=[CH:24][CH:25]=[CH:26][CH:27]=3)[C:22]3([C:32]4=[CH:33][C:34]5[O:38][CH2:37][O:36][C:35]=5[CH:39]=[C:31]4[O:30][CH2:29]3)[CH2:21]2)=[CH:5][N:6]=1. (4) Given the reactants BrC1C=CC(Cl)=C2C=1NN=C2N[S:12]([CH3:15])(=[O:14])=[O:13].[Br:17][C:18]1[CH:19]=[CH:20][C:21]([F:29])=[C:22]2[C:26]=1[N:25]([CH3:27])[N:24]=[C:23]2[NH2:28], predict the reaction product. The product is: [Br:17][C:18]1[CH:19]=[CH:20][C:21]([F:29])=[C:22]2[C:26]=1[N:25]([CH3:27])[N:24]=[C:23]2[NH:28][S:12]([CH3:15])(=[O:14])=[O:13].